Dataset: Forward reaction prediction with 1.9M reactions from USPTO patents (1976-2016). Task: Predict the product of the given reaction. Given the reactants N1(C2N=C(CC(=O)N3C4C(=C([C:24]([F:27])(F)[F:25])C=CC=4)CC3)NC(=O)C=2)CCOCC1.Cl.CN(C)[CH2:33][CH2:34][CH2:35][N:36]=[C:37]=NCC.[CH3:42][N:43]1[C:48](=[O:49])[CH:47]=[C:46]([N:50]2[CH2:55][CH2:54][O:53][CH2:52][CH2:51]2)[N:45]=[C:44]1[CH2:56][C:57]([O-:59])=O.[Na+].[OH2:61].N1C=[CH:66][CH:65]=[CH:64][CH:63]=1, predict the reaction product. The product is: [F:25][CH:24]([F:27])[O:61][C:65]1[CH:66]=[CH:33][CH:34]=[C:35]2[C:64]=1[CH2:63][CH2:37][N:36]2[C:57](=[O:59])[CH2:56][C:44]1[N:43]([CH3:42])[C:48](=[O:49])[CH:47]=[C:46]([N:50]2[CH2:51][CH2:52][O:53][CH2:54][CH2:55]2)[N:45]=1.